From a dataset of Reaction yield outcomes from USPTO patents with 853,638 reactions. Predict the reaction yield, written as a fraction of the theoretical maximum amount of product (1.0 means a 100% yield; for example, 0.34 means a 34% yield). The reactants are [CH2:1](N(S(F)(F)F)CC)C.[F:10][C:11]1[CH2:16][CH:15]([CH3:17])[CH2:14][C:13](=[O:18])[C:12]=1[C:19](=[O:30])[C:20]1[CH:25]=[CH:24][C:23]([O:26][CH2:27][CH2:28]C)=[CH:22][CH:21]=1. The catalyst is C(Cl)Cl. The product is [F:10][C:11]1[CH2:16][CH:15]([CH3:17])[CH2:14][C:13](=[O:18])[C:12]=1[C:19](=[O:30])[C:20]1[CH:21]=[CH:22][C:23]([O:26][CH:27]([CH3:28])[CH3:1])=[CH:24][CH:25]=1. The yield is 0.860.